From a dataset of Forward reaction prediction with 1.9M reactions from USPTO patents (1976-2016). Predict the product of the given reaction. (1) Given the reactants [CH3:1][C:2]1[N:3]=[C:4]2[N:8]([C:9](=[O:21])[C:10]=1[C:11]1[CH:16]=[CH:15][C:14]([C:17]([F:20])([F:19])[F:18])=[CH:13][CH:12]=1)[C:7]1[CH:22]=[CH:23][CH:24]=[CH:25][C:6]=1[S:5]2.[CH3:26][O:27][CH2:28][CH2:29][O:30][C:31]1[C:38]([O:39][CH3:40])=[CH:37][CH:36]=[CH:35][C:32]=1[CH:33]=O.[O-]CC.[Na+], predict the reaction product. The product is: [CH3:26][O:27][CH2:28][CH2:29][O:30][C:31]1[C:38]([O:39][CH3:40])=[CH:37][CH:36]=[CH:35][C:32]=1/[CH:33]=[CH:1]/[C:2]1[N:3]=[C:4]2[S:5][C:6]3[CH:25]=[CH:24][CH:23]=[CH:22][C:7]=3[N:8]2[C:9](=[O:21])[C:10]=1[C:11]1[CH:12]=[CH:13][C:14]([C:17]([F:18])([F:19])[F:20])=[CH:15][CH:16]=1. (2) The product is: [CH2:1]([O:8][C:9]([NH:11][C:12]1[C:13]([C:23]([O:25][CH2:26][CH3:27])=[O:24])=[N:14][C:15]2[C:20]([CH:21]=1)=[CH:19][N:18]=[C:17]([CH:28]=[CH2:29])[CH:16]=2)=[O:10])[C:2]1[CH:7]=[CH:6][CH:5]=[CH:4][CH:3]=1. Given the reactants [CH2:1]([O:8][C:9]([NH:11][C:12]1[C:13]([C:23]([O:25][CH2:26][CH3:27])=[O:24])=[N:14][C:15]2[C:20]([CH:21]=1)=[CH:19][N:18]=[C:17](Br)[CH:16]=2)=[O:10])[C:2]1[CH:7]=[CH:6][CH:5]=[CH:4][CH:3]=1.[CH3:28][C:29]1(C)C(C)(C)OB(C=C)O1.C(=O)([O-])[O-].[K+].[K+], predict the reaction product. (3) Given the reactants O=[C:2]1[CH:7]=[CH:6][O:5][CH:4]=[CH:3]1.[F:8][C:9]([F:20])([F:19])[O:10][C:11]1[CH:12]=[C:13]([CH:16]=[CH:17][CH:18]=1)[CH2:14][NH2:15].C(O[BH-](OC(=O)C)OC(=O)C)(=O)C.[Na+].[OH-].[Na+], predict the reaction product. The product is: [F:8][C:9]([F:19])([F:20])[O:10][C:11]1[CH:12]=[C:13]([CH:16]=[CH:17][CH:18]=1)[CH2:14][NH:15][CH:2]1[CH2:7][CH2:6][O:5][CH2:4][CH2:3]1.